Dataset: Experimentally validated miRNA-target interactions with 360,000+ pairs, plus equal number of negative samples. Task: Binary Classification. Given a miRNA mature sequence and a target amino acid sequence, predict their likelihood of interaction. (1) The miRNA is mmu-miR-1931 with sequence AUGCAAGGGCUGGUGCGAUGGC. The protein sequence of the target gene is MGAPLAVALGALHYLALFLQLGGATRPAGHAPWDNHVSGHALFTETPHDMTARTGEDVEMACSFRGSGSPSYSLEIQWWYVRSHRDWTDKQAWASNQLKASQQEDAGKEATKISVVKVVGSNISHKLRLSRVKPTDEGTYECRVIDFSDGKARHHKVKAYLRVQPGENSVLHLPEAPPAAPAPPPPKPGKELRKRSVDQEACSL. Result: 0 (no interaction). (2) Result: 0 (no interaction). The protein sequence of the target gene is MKYKNLMARALYDNVPECAEELAFRKGDILTVIEQNTGGLEGWWLCSLHGRQGIVPGNRVKLLIGPMQETASSHEQPASGLMQQTFGQQKLYQVPNPQAAPRDTIYQVPPSYQNQGIYQVPTGHGTQEQEVYQVPPSVQRSIGGTSGPHVGKKVITPVRTGHGYVYEYPSRYQKDVYDIPPSHTTQGVYDIPPSSAKGPVFSVPVGEIKPQGVYDIPPTKGVYAIPPSACRDEAGLREKDYDFPPPMRQAGRPDLRPEGVYDIPPTCTKPAGKDLHVKYNCDIPGAAEPVARRHQSLSPN.... The miRNA is hsa-miR-551b-5p with sequence GAAAUCAAGCGUGGGUGAGACC. (3) The miRNA is hsa-miR-215-5p with sequence AUGACCUAUGAAUUGACAGAC. The protein sequence of the target gene is MEPIYPFARPQMNTRFPSSRMVPFHFPPSKCALWNPTPTGDFIYLHLSYYRNPKLVVTEKTIRLAYRHAKQNKKNSSCFLLGSLTADEDEEGVTLTVDRFDPGREVPECLEITPTASLPGDFLIPCKVHTQELCSREMIVHSVDDFSSALKALQCHICSKDSLDCGKLLSLRVHITSRESLDSVEFDLHWAAVTLANNFKCTPVKPIPIIPTALARNLSSNLNISQVQGTYKYGYLTMDETRKLLLLLESDPKVYSLPLVGIWLSGITHIYSPQVWACCLRYIFNSSVQERVFSESGNFI.... Result: 1 (interaction). (4) The miRNA is hsa-miR-9-5p with sequence UCUUUGGUUAUCUAGCUGUAUGA. The protein sequence of the target gene is MTSLFRRSSSGSGGGGTAGARGGGGGTAAPQELNNSRPARQVRRLEFNQAMDDFKTMFPNMDYDIIECVLRANSGAVDATIDQLLQMNLEGGGSSGGVYEDSSDSEDSIPPEILERTLEPDSSDEEPPPVYSPPAYHMHVFDRPYPLAPPTPPPRIDALGSGAPTSQRRYRNWNPPLLGNLPDDFLRILPQQLDSIQGNAGGPKPGSGEGCPPAMAGPGPGDQESRWKQYLEDERIALFLQNEEFMKELQRNRDFLLALERDRLKYESQKSKSSSVAVGNDFGFSSPVPGTGDANPAVSE.... Result: 1 (interaction). (5) The miRNA is hsa-miR-371a-3p with sequence AAGUGCCGCCAUCUUUUGAGUGU. The protein sequence of the target gene is MAASGVPRGCDILIVYSPDAEEWCQYLQTLFLSSRQVRSQKILTHRLGPEASFSAEDLSLFLSTRCVVVLLSAELVQHFHKPALLPLLQRAFHPPHRVVRLLCGVRDSEEFLDFFPDWAHWQELTCDDEPETYVAAVKKAISEDSGCDSVTDTEPEDEKVVSYSKQQNLPTVTSPGNLMVVQPDRIRCGAETTVYVIVRCKLDDRVATEAEFSPEDSPSVRMEAKVENEYTISVKAPNLSSGNVSLKIYSGDLVVCETVISYYTDMEEIGNLLSNAANPVEFMCQAFKIVPYNTETLDKL.... Result: 0 (no interaction).